From a dataset of Reaction yield outcomes from USPTO patents with 853,638 reactions. Predict the reaction yield, written as a fraction of the theoretical maximum amount of product (1.0 means a 100% yield; for example, 0.34 means a 34% yield). (1) The catalyst is C(Cl)Cl. The product is [Br:46][CH:27]([C:24]1[CH:25]=[CH:26][C:21]([Cl:20])=[CH:22][CH:23]=1)[CH2:28][CH2:29][NH:30][C:31](=[O:37])[O:32][C:33]([CH3:36])([CH3:35])[CH3:34]. The yield is 0.460. The reactants are C1(P(C2C=CC=CC=2)C2C=CC=CC=2)C=CC=CC=1.[Cl:20][C:21]1[CH:26]=[CH:25][C:24]([CH:27](O)[CH2:28][CH2:29][NH:30][C:31](=[O:37])[O:32][C:33]([CH3:36])([CH3:35])[CH3:34])=[CH:23][CH:22]=1.C1C(=O)N([Br:46])C(=O)C1. (2) The reactants are [NH2:1][C:2]1[CH:3]=[N:4][CH:5]=[C:6]([Cl:9])[C:7]=1[OH:8].[Cl:10][C:11]1[CH:12]=[C:13]([S:18](Cl)(=[O:20])=[O:19])[CH:14]=[N:15][C:16]=1[CH3:17]. The catalyst is N1C=CC=CC=1.C(Cl)Cl. The product is [Cl:10][C:11]1[CH:12]=[C:13]([S:18]([NH:1][C:2]2[CH:3]=[N:4][CH:5]=[C:6]([Cl:9])[C:7]=2[OH:8])(=[O:19])=[O:20])[CH:14]=[N:15][C:16]=1[CH3:17]. The yield is 0.0600. (3) The reactants are [C:1]([CH2:4][N:5]1[C:14]2[C:9](=[CH:10][CH:11]=[CH:12][CH:13]=2)[CH2:8][CH:7]([CH2:15][N:16]2[CH2:21][CH2:20][C:19]3([C:29]4[C:24](=[CH:25][CH:26]=[CH:27][CH:28]=4)[CH2:23][CH2:22]3)[CH2:18][CH2:17]2)[C:6]1=[O:30])(O)=[O:2].C(N1C=CN=C1)([N:33]1C=CN=C1)=O.C(N(CC)CC)C. The catalyst is C(#N)C. The product is [NH2:33][C:1](=[O:2])[CH2:4][N:5]1[C:14]2[C:9](=[CH:10][CH:11]=[CH:12][CH:13]=2)[CH2:8][CH:7]([CH2:15][N:16]2[CH2:21][CH2:20][C:19]3([C:29]4[C:24](=[CH:25][CH:26]=[CH:27][CH:28]=4)[CH2:23][CH2:22]3)[CH2:18][CH2:17]2)[C:6]1=[O:30]. The yield is 0.620. (4) The reactants are C(O[K])(C)(C)C.[CH2:7]([NH:9][C:10]([NH:12][C:13]1[S:14][C:15]2[C:21](/[C:22](/[CH3:26])=[N:23]/[O:24][CH3:25])=[CH:20][C:19]([C:27]3[CH:28]=[N:29][C:30]([N:33]4[CH2:38][CH2:37][C:36]([CH3:44])([C:39]([O:41]CC)=[O:40])[CH2:35][CH2:34]4)=[N:31][CH:32]=3)=[CH:18][C:16]=2[N:17]=1)=[O:11])[CH3:8]. The catalyst is CS(C)=O. The product is [CH2:7]([NH:9][C:10]([NH:12][C:13]1[S:14][C:15]2[C:21](/[C:22](/[CH3:26])=[N:23]/[O:24][CH3:25])=[CH:20][C:19]([C:27]3[CH:32]=[N:31][C:30]([N:33]4[CH2:38][CH2:37][C:36]([CH3:44])([C:39]([OH:41])=[O:40])[CH2:35][CH2:34]4)=[N:29][CH:28]=3)=[CH:18][C:16]=2[N:17]=1)=[O:11])[CH3:8]. The yield is 0.400. (5) No catalyst specified. The yield is 0.453. The product is [Cl:1][C:2]1[CH:3]=[C:4]([CH:8]=[CH:9][CH:10]=1)[C:5]([NH:11][C@H:12]1[CH2:13][O:14][C@@H:15]2[C@@H:19]([NH:20][C:21]([CH:23]3[CH2:24][CH2:25]3)=[O:22])[CH2:18][O:17][C@H:16]12)=[O:7]. The reactants are [Cl:1][C:2]1[CH:3]=[C:4]([CH:8]=[CH:9][CH:10]=1)[C:5]([OH:7])=O.[NH2:11][C@@H:12]1[C@H:16]2[O:17][CH2:18][C@H:19]([NH:20][C:21]([CH:23]3[CH2:25][CH2:24]3)=[O:22])[C@H:15]2[O:14][CH2:13]1. (6) The reactants are [CH2:1]([N:3]([CH2:37][CH3:38])[CH2:4][CH2:5][CH2:6][NH:7][C:8]1[N:9]=[C:10]([C:27]2[CH:28]=[C:29]([CH:33]=[CH:34][C:35]=2[CH3:36])[C:30](O)=[O:31])[C:11]2[CH:17]=[CH:16][C:15](=[O:18])[N:14]([C:19]3[C:24]([F:25])=[CH:23][CH:22]=[CH:21][C:20]=3[F:26])[C:12]=2[N:13]=1)[CH3:2].CN(C(ON1N=NC2C=CC=CC1=2)=[N+](C)C)C.F[P-](F)(F)(F)(F)F.C(N(CC)CC)C.[F:70][C:71]1[CH:77]=[CH:76][C:74]([NH2:75])=[CH:73][CH:72]=1. The catalyst is CN(C=O)C. The product is [CH2:1]([N:3]([CH2:37][CH3:38])[CH2:4][CH2:5][CH2:6][NH:7][C:8]1[N:9]=[C:10]([C:27]2[CH:28]=[C:29]([CH:33]=[CH:34][C:35]=2[CH3:36])[C:30]([NH:75][C:74]2[CH:76]=[CH:77][C:71]([F:70])=[CH:72][CH:73]=2)=[O:31])[C:11]2[CH:17]=[CH:16][C:15](=[O:18])[N:14]([C:19]3[C:20]([F:26])=[CH:21][CH:22]=[CH:23][C:24]=3[F:25])[C:12]=2[N:13]=1)[CH3:2]. The yield is 0.270.